This data is from Peptide-MHC class II binding affinity with 134,281 pairs from IEDB. The task is: Regression. Given a peptide amino acid sequence and an MHC pseudo amino acid sequence, predict their binding affinity value. This is MHC class II binding data. (1) The peptide sequence is KDKTDIHRLEPVKCD. The MHC is HLA-DQA10201-DQB10301 with pseudo-sequence HLA-DQA10201-DQB10301. The binding affinity (normalized) is 0. (2) The peptide sequence is NTSYRLISCNTSVI. The MHC is HLA-DQA10103-DQB10603 with pseudo-sequence HLA-DQA10103-DQB10603. The binding affinity (normalized) is 0.0522. (3) The binding affinity (normalized) is 0.579. The MHC is DRB1_0701 with pseudo-sequence DRB1_0701. The peptide sequence is TQCMNIMESIPANTI. (4) The peptide sequence is DGTYDITKLGAKPDG. The MHC is DRB1_1201 with pseudo-sequence DRB1_1201. The binding affinity (normalized) is 0.487. (5) The peptide sequence is ESYKFIPALEAAVKQAYAAT. The MHC is DRB3_0202 with pseudo-sequence DRB3_0202. The binding affinity (normalized) is 0.710. (6) The peptide sequence is RRVFHGVAKNPVVDG. The MHC is HLA-DQA10201-DQB10402 with pseudo-sequence HLA-DQA10201-DQB10402. The binding affinity (normalized) is 0.